This data is from Reaction yield outcomes from USPTO patents with 853,638 reactions. The task is: Predict the reaction yield, written as a fraction of the theoretical maximum amount of product (1.0 means a 100% yield; for example, 0.34 means a 34% yield). (1) The reactants are [NH:1]1[C:9]2[C:4](=[CH:5][CH:6]=[CH:7][CH:8]=2)[C:3]([C:10]([OH:12])=O)=[CH:2]1.[NH:13]1[CH2:18][CH2:17][CH2:16][C@@H:15]2[C:19]3[CH:20]=[CH:21][CH:22]=[CH:23][C:24]=3[CH2:25][C@H:14]12.F[P-](F)(F)(F)(F)F.N1(OC(N(C)C)=[N+](C)C)C2N=CC=CC=2N=N1. The product is [N:13]1([C:10]([C:3]2[C:4]3[C:9](=[CH:8][CH:7]=[CH:6][CH:5]=3)[NH:1][CH:2]=2)=[O:12])[CH2:18][CH2:17][CH2:16][C@@H:15]2[C:19]3[CH:20]=[CH:21][CH:22]=[CH:23][C:24]=3[CH2:25][C@H:14]12. The yield is 0.350. No catalyst specified. (2) The reactants are [Cl:1][C:2]1[CH:3]=[CH:4][C:5]2[O:10][CH:9]([C:11]([F:14])([F:13])[F:12])[C:8]([C:15]([O:17]CC)=[O:16])=[CH:7][C:6]=2[CH:20]=1.[OH-].[Li+].Cl. The catalyst is CO.O. The product is [Cl:1][C:2]1[CH:3]=[CH:4][C:5]2[O:10][CH:9]([C:11]([F:13])([F:12])[F:14])[C:8]([C:15]([OH:17])=[O:16])=[CH:7][C:6]=2[CH:20]=1. The yield is 0.850. (3) The reactants are [CH2:1]([O:3][C:4](=[O:19])[CH2:5][CH:6]1[CH2:11][CH2:10][N:9]([C:12]2[CH:17]=[CH:16][CH:15]=[CH:14][C:13]=2[NH2:18])[CH2:8][CH2:7]1)[CH3:2].[Cl:20][C:21]1[CH:22]=[C:23]([CH:27]=[CH:28][CH:29]=1)[C:24](Cl)=[O:25]. The catalyst is C(#N)C. The product is [CH2:1]([O:3][C:4](=[O:19])[CH2:5][CH:6]1[CH2:7][CH2:8][N:9]([C:12]2[CH:17]=[CH:16][CH:15]=[CH:14][C:13]=2[NH:18][C:24](=[O:25])[C:23]2[CH:27]=[CH:28][CH:29]=[C:21]([Cl:20])[CH:22]=2)[CH2:10][CH2:11]1)[CH3:2]. The yield is 0.440. (4) The reactants are C(OC([N:8]1[CH2:13][CH2:12][O:11][C:10]2[CH:14]=[C:15](/[CH:18]=[CH:19]/[C:20]([OH:22])=[O:21])[CH:16]=[N:17][C:9]1=2)=O)(C)(C)C.[Li+].[OH-]. The catalyst is Cl.O1CCOCC1. The product is [O:11]1[CH2:12][CH2:13][NH:8][C:9]2[N:17]=[CH:16][C:15](/[CH:18]=[CH:19]/[C:20]([OH:22])=[O:21])=[CH:14][C:10]1=2. The yield is 0.520. (5) The reactants are [CH3:1][N:2]1[C:6]([N+:7]([O-])=O)=[CH:5][C:4]([C:10]([O:12][CH3:13])=[O:11])=[N:3]1. The catalyst is CO.[Pd]. The product is [NH2:7][C:6]1[N:2]([CH3:1])[N:3]=[C:4]([C:10]([O:12][CH3:13])=[O:11])[CH:5]=1. The yield is 0.900. (6) The reactants are [C:1]([C:4]1[CH:13]=[C:8]([C:9]([O:11][CH3:12])=[O:10])[C:7]([OH:14])=[CH:6][CH:5]=1)(=[O:3])[CH3:2].C(=O)([O-])[O-].[K+].[K+].[CH2:21](Br)[C:22]1[CH:27]=[CH:26][CH:25]=[CH:24][CH:23]=1. The catalyst is C(#N)C. The product is [CH3:12][O:11][C:9](=[O:10])[C:8]1[CH:13]=[C:4]([C:1](=[O:3])[CH3:2])[CH:5]=[CH:6][C:7]=1[O:14][CH2:21][C:22]1[CH:27]=[CH:26][CH:25]=[CH:24][CH:23]=1. The yield is 1.00. (7) The reactants are [F:1][CH:2]([F:33])[C:3]1[N:7]([C:8]2[N:13]=[C:12]([N:14]3[CH2:19][CH2:18][O:17][CH2:16][CH2:15]3)[N:11]=[C:10]([N:20]3[CH2:25][CH2:24][CH:23]([NH2:26])[CH2:22][CH2:21]3)[N:9]=2)[C:6]2[CH:27]=[CH:28][CH:29]=[C:30]([O:31][CH3:32])[C:5]=2[N:4]=1.[Cl:34][CH2:35][S:36](Cl)(=[O:38])=[O:37].C([O-])([O-])=O.[K+].[K+]. The catalyst is C(Cl)Cl. The product is [Cl:34][CH2:35][S:36]([NH:26][CH:23]1[CH2:24][CH2:25][N:20]([C:10]2[N:9]=[C:8]([N:7]3[C:6]4[CH:27]=[CH:28][CH:29]=[C:30]([O:31][CH3:32])[C:5]=4[N:4]=[C:3]3[CH:2]([F:1])[F:33])[N:13]=[C:12]([N:14]3[CH2:19][CH2:18][O:17][CH2:16][CH2:15]3)[N:11]=2)[CH2:21][CH2:22]1)(=[O:38])=[O:37]. The yield is 0.560.